Dataset: Forward reaction prediction with 1.9M reactions from USPTO patents (1976-2016). Task: Predict the product of the given reaction. Given the reactants [Br:1]N1C(=O)CCC1=O.[Cl:9][C:10]1[CH:16]=[CH:15][CH:14]=[C:13]([C:17]([F:20])([F:19])[F:18])[C:11]=1[NH2:12].C(O)(=O)C, predict the reaction product. The product is: [Br:1][C:15]1[CH:14]=[C:13]([C:17]([F:19])([F:18])[F:20])[C:11]([NH2:12])=[C:10]([Cl:9])[CH:16]=1.